Dataset: Reaction yield outcomes from USPTO patents with 853,638 reactions. Task: Predict the reaction yield, written as a fraction of the theoretical maximum amount of product (1.0 means a 100% yield; for example, 0.34 means a 34% yield). (1) The reactants are Cl.CN([CH2:5][CH:6]1[C:18](=[O:19])[C:17]2[C:16]3[C:11](=[CH:12][CH:13]=[CH:14][CH:15]=3)[N:10]([CH3:20])[C:9]=2[CH2:8][CH2:7]1)C.[CH3:21][C:22]1[NH:23][CH:24]=[CH:25][N:26]=1.O. The catalyst is CN(C=O)C. The product is [CH3:21][C:22]1[N:26]([CH2:5][CH:6]2[C:18](=[O:19])[C:17]3[C:16]4[CH:15]=[CH:14][CH:13]=[CH:12][C:11]=4[N:10]([CH3:20])[C:9]=3[CH2:8][CH2:7]2)[CH:25]=[CH:24][N:23]=1. The yield is 0.830. (2) The reactants are [CH3:1][CH:2]([CH3:31])[C@@H:3]([NH:8][S:9]([C:12]1[CH:30]=[CH:29][C:15]2[O:16][C:17]3[CH:22]=[C:21]([C:23]4[N:27]=[C:26]([CH3:28])[O:25][N:24]=4)[CH:20]=[CH:19][C:18]=3[C:14]=2[CH:13]=1)(=[O:11])=[O:10])[C:4]([O:6]C)=[O:5].[Li+].[OH-].O.Cl. The catalyst is C1COCC1.CO.O. The product is [CH3:1][CH:2]([CH3:31])[C@@H:3]([NH:8][S:9]([C:12]1[CH:30]=[CH:29][C:15]2[O:16][C:17]3[CH:22]=[C:21]([C:23]4[N:27]=[C:26]([CH3:28])[O:25][N:24]=4)[CH:20]=[CH:19][C:18]=3[C:14]=2[CH:13]=1)(=[O:11])=[O:10])[C:4]([OH:6])=[O:5]. The yield is 0.800. (3) The reactants are [CH3:1][C:2]1[CH:7]=[CH:6][C:5]([S:8]([O:11][CH2:12][CH:13]2[CH2:17][C:16]3[C:18](Br)=[CH:19][CH:20]=[CH:21][C:15]=3[O:14]2)(=[O:10])=[O:9])=[CH:4][CH:3]=1.[C:23]1(B(O)O)[CH:28]=[CH:27][CH:26]=[CH:25][CH:24]=1.C(=O)([O-])[O-].[K+].[K+]. The catalyst is O1CCOCC1.C(OCC)C.CC1C=CC=CC=1[P](C1C=CC=CC=1C)([Pd](Cl)(Cl)[P](C1=C(C)C=CC=C1)(C1C=CC=CC=1C)C1C=CC=CC=1C)C1C=CC=CC=1C. The product is [CH3:1][C:2]1[CH:7]=[CH:6][C:5]([S:8]([O:11][CH2:12][CH:13]2[CH2:17][C:16]3[C:18]([C:23]4[CH:28]=[CH:27][CH:26]=[CH:25][CH:24]=4)=[CH:19][CH:20]=[CH:21][C:15]=3[O:14]2)(=[O:10])=[O:9])=[CH:4][CH:3]=1. The yield is 0.730. (4) The catalyst is II.O.C(O)(=O)C. The yield is 0.760. The product is [NH2:1][C:2]1[C:7]([I:15])=[CH:6][C:5]([Br:8])=[CH:4][N:3]=1. The reactants are [NH2:1][C:2]1[CH:7]=[CH:6][C:5]([Br:8])=[CH:4][N:3]=1.S(=O)(=O)(O)O.O.[I:15](O)(=O)(=O)=O.II.[OH-].[Na+]. (5) The reactants are [CH2:1]([NH:3][C:4]([N:6]1[C:14]2[C:9](=[CH:10][C:11]([O:15][C:16]3[CH:21]=[CH:20][N:19]=[C:18]([NH:22][C:23]([NH:25][CH2:26][C:27](O)=[O:28])=[O:24])[CH:17]=3)=[CH:12][CH:13]=2)[CH:8]=[CH:7]1)=[O:5])[CH3:2].Cl.[OH:31][C:32]1([CH3:38])[CH2:37][CH2:36][NH:35][CH2:34][CH2:33]1. No catalyst specified. The product is [CH2:1]([NH:3][C:4]([N:6]1[C:14]2[C:9](=[CH:10][C:11]([O:15][C:16]3[CH:21]=[CH:20][N:19]=[C:18]([NH:22][C:23]([NH:25][CH2:26][C:27]([N:35]4[CH2:36][CH2:37][C:32]([OH:31])([CH3:38])[CH2:33][CH2:34]4)=[O:28])=[O:24])[CH:17]=3)=[CH:12][CH:13]=2)[CH:8]=[CH:7]1)=[O:5])[CH3:2]. The yield is 0.220. (6) The reactants are [CH2:1]([N:3]1[C:11]2[C:6](=[CH:7][CH:8]=[C:9]([O:12][CH3:13])[CH:10]=2)[C:5]([C:14]([NH2:16])=O)=[CH:4]1)[CH3:2].COC1C=CC(P2(SP(C3C=CC(OC)=CC=3)(=S)S2)=[S:26])=CC=1. The catalyst is C1(C)C=CC=CC=1. The product is [CH2:1]([N:3]1[C:11]2[C:6](=[CH:7][CH:8]=[C:9]([O:12][CH3:13])[CH:10]=2)[C:5]([C:14](=[S:26])[NH2:16])=[CH:4]1)[CH3:2]. The yield is 0.710. (7) The reactants are [CH3:1][O:2][CH2:3][CH2:4][CH2:5][O:6][C:7]1[CH:8]=[C:9]([CH:29]=[CH:30][C:31]=1[O:32][CH3:33])[CH2:10][C@H:11]([CH:26]([CH3:28])[CH3:27])[CH2:12][C@H:13]([NH:18][C:19](=[O:25])[O:20][C:21]([CH3:24])([CH3:23])[CH3:22])[C@@H:14]([OH:17])[CH2:15][NH2:16].[CH3:34][N:35]([C:42]1[C:43](=O)[C:44](=[O:48])[C:45]=1[O:46]C)[C:36]([CH3:41])([CH2:38][CH2:39][CH3:40])[CH3:37]. The catalyst is CC(O)C.C(N(C(C)C)CC)(C)C. The product is [CH3:1][O:2][CH2:3][CH2:4][CH2:5][O:6][C:7]1[CH:8]=[C:9]([CH:29]=[CH:30][C:31]=1[O:32][CH3:33])[CH2:10][C@H:11]([CH:26]([CH3:28])[CH3:27])[CH2:12][C@H:13]([NH:18][C:19]([O:20][C:21]([CH3:24])([CH3:23])[CH3:22])=[O:25])[C@@H:14]([OH:17])[CH2:15][NH:16][C:43]1[C:44](=[O:48])[C:45](=[O:46])[C:42]=1[N:35]([CH3:34])[C:36]([CH3:37])([CH2:38][CH2:39][CH3:40])[CH3:41]. The yield is 0.270.